From a dataset of Full USPTO retrosynthesis dataset with 1.9M reactions from patents (1976-2016). Predict the reactants needed to synthesize the given product. (1) Given the product [Br:29][CH:17]([C:7]1[N:6]([CH2:5][C:4]2[CH:21]=[CH:22][CH:23]=[C:2]([F:1])[CH:3]=2)[C:11](=[O:12])[C:10]2[C:13]([CH3:16])=[N:14][O:15][C:9]=2[N:8]=1)[CH:18]([CH3:20])[CH3:19], predict the reactants needed to synthesize it. The reactants are: [F:1][C:2]1[CH:3]=[C:4]([CH:21]=[CH:22][CH:23]=1)[CH2:5][N:6]1[C:11](=[O:12])[C:10]2[C:13]([CH3:16])=[N:14][O:15][C:9]=2[N:8]=[C:7]1[CH2:17][CH:18]([CH3:20])[CH3:19].C([O-])(=O)C.[Na+].[Br:29]Br.C(=O)([O-])[O-].[K+].[K+]. (2) Given the product [N+:9]([C:7]1[CH:8]=[C:3]([OH:2])[CH:4]=[C:5]([C:12]([F:13])([F:14])[F:15])[CH:6]=1)([O-:11])=[O:10], predict the reactants needed to synthesize it. The reactants are: C[O:2][C:3]1[CH:4]=[C:5]([C:12]([F:15])([F:14])[F:13])[CH:6]=[C:7]([N+:9]([O-:11])=[O:10])[CH:8]=1. (3) Given the product [CH:21]1([CH:15]([C:11]2[CH:12]=[CH:13][CH:14]=[C:9]([O:8][CH2:7][C:5]3[S:6][C:2]([C:36]4[CH:37]=[C:38]([O:41][CH3:42])[CH:39]=[CH:40][C:35]=4[F:34])=[C:3]([C:24]4[CH:29]=[CH:28][C:27]([C:30]([F:33])([F:32])[F:31])=[CH:26][CH:25]=4)[N:4]=3)[CH:10]=2)[CH2:16][C:17]([O:19][CH3:20])=[O:18])[CH2:23][CH2:22]1, predict the reactants needed to synthesize it. The reactants are: Br[C:2]1[S:6][C:5]([CH2:7][O:8][C:9]2[CH:10]=[C:11]([CH:15]([CH:21]3[CH2:23][CH2:22]3)[CH2:16][C:17]([O:19][CH3:20])=[O:18])[CH:12]=[CH:13][CH:14]=2)=[N:4][C:3]=1[C:24]1[CH:29]=[CH:28][C:27]([C:30]([F:33])([F:32])[F:31])=[CH:26][CH:25]=1.[F:34][C:35]1[CH:40]=[CH:39][C:38]([O:41][CH3:42])=[CH:37][C:36]=1B(O)O.C1(P(C2CCCCC2)C2C=CC=CC=2C2C(OC)=CC=CC=2OC)CCCCC1.C(=O)([O-])[O-].[Na+].[Na+]. (4) The reactants are: [CH:1]1([N:4](CC2C=CC(OC)=CC=2)[C:5]2[C:10]3=[N:11][CH:12]=[C:13]([C:14]#[N:15])[N:9]3[N:8]=[C:7](S(C)(=O)=O)[N:6]=2)[CH2:3][CH2:2]1.[NH2:29][C:30]1[CH:31]=[C:32]([CH:35]=[C:36]([N:39]2[CH2:44][CH2:43][O:42][CH:41]([C:45]([N:47]3[CH2:52][CH2:51][O:50][CH2:49][CH2:48]3)=[O:46])[CH2:40]2)[C:37]=1[Cl:38])[C:33]#[N:34].C([O-])([O-])=O.[Cs+].[Cs+].C(=O)(O)[O-].[Na+]. Given the product [Cl:38][C:37]1[C:36]([N:39]2[CH2:44][CH2:43][O:42][CH:41]([C:45]([N:47]3[CH2:48][CH2:49][O:50][CH2:51][CH2:52]3)=[O:46])[CH2:40]2)=[CH:35][C:32]([C:33]#[N:34])=[CH:31][C:30]=1[NH:29][C:7]1[N:6]=[C:5]([NH:4][CH:1]2[CH2:2][CH2:3]2)[C:10]2=[N:11][CH:12]=[C:13]([C:14]#[N:15])[N:9]2[N:8]=1, predict the reactants needed to synthesize it.